This data is from Full USPTO retrosynthesis dataset with 1.9M reactions from patents (1976-2016). The task is: Predict the reactants needed to synthesize the given product. (1) The reactants are: [H-].[Na+].[C:3]([CH2:5]P(=O)(OCC)OCC)#[N:4].[N+:14]([C:17]1[CH:18]=[C:19]([CH:22]=[C:23]([C:25]([F:28])([F:27])[F:26])[CH:24]=1)[CH:20]=O)([O-:16])=[O:15].O. Given the product [N+:14]([C:17]1[CH:18]=[C:19]([CH:20]=[CH:5][C:3]#[N:4])[CH:22]=[C:23]([C:25]([F:26])([F:27])[F:28])[CH:24]=1)([O-:16])=[O:15], predict the reactants needed to synthesize it. (2) Given the product [ClH:1].[NH2:11][C@@H:8]([C:5]1[C:4]([F:18])=[C:3]([C:2]([Cl:1])=[CH:7][CH:6]=1)[O:19][C:20]1[CH:25]=[CH:24][C:23]([N:26]([CH3:28])[CH3:27])=[N:22][CH:21]=1)[CH2:9][CH3:10], predict the reactants needed to synthesize it. The reactants are: [Cl:1][C:2]1[CH:7]=[CH:6][C:5]([C@H:8]([NH:11][S@@](C(C)(C)C)=O)[CH2:9][CH3:10])=[C:4]([F:18])[C:3]=1[O:19][C:20]1[CH:21]=[N:22][C:23]([N:26]([CH3:28])[CH3:27])=[CH:24][CH:25]=1.Cl.